The task is: Regression. Given two drug SMILES strings and cell line genomic features, predict the synergy score measuring deviation from expected non-interaction effect.. This data is from NCI-60 drug combinations with 297,098 pairs across 59 cell lines. (1) Drug 1: CC12CCC(CC1=CCC3C2CCC4(C3CC=C4C5=CN=CC=C5)C)O. Drug 2: C1=C(C(=O)NC(=O)N1)N(CCCl)CCCl. Cell line: NCI-H322M. Synergy scores: CSS=2.38, Synergy_ZIP=0.643, Synergy_Bliss=1.47, Synergy_Loewe=-1.37, Synergy_HSA=-0.575. (2) Drug 1: CNC(=O)C1=CC=CC=C1SC2=CC3=C(C=C2)C(=NN3)C=CC4=CC=CC=N4. Drug 2: C1CNP(=O)(OC1)N(CCCl)CCCl. Cell line: UO-31. Synergy scores: CSS=-0.282, Synergy_ZIP=6.36, Synergy_Bliss=1.66, Synergy_Loewe=0.915, Synergy_HSA=0.335.